Dataset: Full USPTO retrosynthesis dataset with 1.9M reactions from patents (1976-2016). Task: Predict the reactants needed to synthesize the given product. (1) Given the product [NH2:10][C:11]1[C:12]([C:28]([NH:30][C:31]2[CH:32]=[N:33][CH:34]=[CH:35][C:36]=2[N:37]2[CH2:42][C@H:41]([CH3:43])[C@@H:40]([OH:44])[C@H:39]([NH2:52])[CH2:38]2)=[O:29])=[N:13][C:14]2[C:19]([CH:20]=1)=[CH:18][CH:17]=[C:16]([N:21]1[CH2:26][CH2:25][N:24]([CH3:27])[CH2:23][CH2:22]1)[CH:15]=2, predict the reactants needed to synthesize it. The reactants are: C(OC(=O)[NH:10][C:11]1[C:12]([C:28]([NH:30][C:31]2[CH:32]=[N:33][CH:34]=[CH:35][C:36]=2[N:37]2[CH2:42][C@H:41]([CH3:43])[C@@H:40]([O:44][Si](C(C)(C)C)(C)C)[C@H:39]([NH:52]C(OC(C)(C)C)=O)[CH2:38]2)=[O:29])=[N:13][C:14]2[C:19]([CH:20]=1)=[CH:18][CH:17]=[C:16]([N:21]1[CH2:26][CH2:25][N:24]([CH3:27])[CH2:23][CH2:22]1)[CH:15]=2)C1C=CC=CC=1.[H][H]. (2) Given the product [CH3:1][O:2][C:3]1[CH:8]=[CH:7][C:6]([NH:9][NH:10][C:11](=[O:13])[CH3:12])=[CH:5][CH:4]=1, predict the reactants needed to synthesize it. The reactants are: [CH3:1][O:2][C:3]1[CH:8]=[CH:7][C:6]([NH:9][NH2:10])=[CH:5][CH:4]=1.[C:11](OC(=O)C)(=[O:13])[CH3:12]. (3) Given the product [C:28]([C:30]12[CH2:9][CH:10]([C:11]([CH3:14])=[CH:12][CH2:13]1)[C:15](=[O:1])[C:6]([CH3:3])([CH3:21])[CH:7]2[CH3:17])([CH3:29])=[CH2:27], predict the reactants needed to synthesize it. The reactants are: [OH-:1].[K+].[C:3]([C:6]12[CH2:15][CH:10]([C:11]([CH3:14])=[CH:12][CH2:13]1)[C:9](=O)C[CH:7]2[CH3:17])(C)=C.CI.Cl.[CH3:21]CCCCC.[CH3:27][C:28](OC)([CH3:30])[CH3:29]. (4) Given the product [F:22][C:23]1[CH:28]=[CH:27][CH:26]=[C:25]([F:29])[C:24]=1[S:30]([NH:1][C:2]1[C:3]([F:12])=[C:4]([CH:9]=[CH:10][CH:11]=1)[C:5]([O:7][CH3:8])=[O:6])(=[O:32])=[O:31], predict the reactants needed to synthesize it. The reactants are: [NH2:1][C:2]1[C:3]([F:12])=[C:4]([CH:9]=[CH:10][CH:11]=1)[C:5]([O:7][CH3:8])=[O:6].ClCCl.N1C=CC=CC=1.[F:22][C:23]1[CH:28]=[CH:27][CH:26]=[C:25]([F:29])[C:24]=1[S:30](Cl)(=[O:32])=[O:31]. (5) Given the product [ClH:1].[ClH:1].[CH3:3][NH:6][C:7]([C:9]1[C:17]2[CH:16]=[C:15]([C:18]3[C:23]([CH3:36])=[CH:22][N:21]=[C:20]([NH:25][CH2:26][CH2:27][CH2:28][CH:29]4[CH2:34][CH2:33][N:32]([CH3:35])[CH2:31][CH2:30]4)[N:19]=3)[S:14][C:13]=2[CH:12]=[CH:11][CH:10]=1)=[O:8], predict the reactants needed to synthesize it. The reactants are: [ClH:1].Cl.[CH:3]1([NH:6][C:7]([C:9]2[C:17]3[CH:16]=[C:15]([C:18]4[C:23](F)=[CH:22][N:21]=[C:20]([NH:25][CH2:26][CH2:27][CH2:28][CH:29]5[CH2:34][CH2:33][N:32]([CH3:35])[CH2:31][CH2:30]5)[N:19]=4)[S:14][C:13]=3[CH:12]=[CH:11][CH:10]=2)=[O:8])CC1.[CH3:36]NC(C1C2C=C(C3C(C)=CN=C(NCCCC4CCNCC4)N=3)SC=2C=CC=1)=O. (6) Given the product [C:1]([O:4][C@@H:5]1[C@@H:19]([O:20][C:21](=[O:23])[CH3:22])[C@H:18]([O:24][C:25](=[O:27])[CH3:26])[CH2:17][S:16][C@H:6]1[O:7][C:8]1[CH:9]=[N:10][C:11]([C:30]2[CH:29]=[N:28][CH:33]=[CH:32][CH:31]=2)=[C:12]([F:14])[CH:13]=1)(=[O:3])[CH3:2], predict the reactants needed to synthesize it. The reactants are: [C:1]([O:4][C@@H:5]1[C@@H:19]([O:20][C:21](=[O:23])[CH3:22])[C@H:18]([O:24][C:25](=[O:27])[CH3:26])[CH2:17][S:16][C@H:6]1[O:7][C:8]1[CH:9]=[N:10][C:11](Cl)=[C:12]([F:14])[CH:13]=1)(=[O:3])[CH3:2].[N:28]1[CH:33]=[CH:32][CH:31]=[C:30](B(O)O)[CH:29]=1.